This data is from Retrosynthesis with 50K atom-mapped reactions and 10 reaction types from USPTO. The task is: Predict the reactants needed to synthesize the given product. (1) The reactants are: NC(=O)[C@@H](N)c1ccc(Cl)cc1.O=C(O)c1ccc(C2CC2)c(OCC2CC2)n1. Given the product NC(=O)[C@@H](NC(=O)c1ccc(C2CC2)c(OCC2CC2)n1)c1ccc(Cl)cc1, predict the reactants needed to synthesize it. (2) Given the product CC(C)(C)N(O)CC(O)c1cc(C#N)c(N)c(C#N)c1, predict the reactants needed to synthesize it. The reactants are: CC(C)(C)N(O)CC(=O)c1cc(C#N)c(N)c(C#N)c1. (3) Given the product C[C@H](NC(=O)c1cc(Cl)ccc1COc1ccccc1Cl)c1ccc(C(=O)O)cc1, predict the reactants needed to synthesize it. The reactants are: COC(=O)c1ccc([C@H](C)NC(=O)c2cc(Cl)ccc2COc2ccccc2Cl)cc1. (4) Given the product COc1ccc2c3c1O[C@H]1C(=O)CC[C@@]4(O)[C@@H](C2)N(CC2CC2)CC[C@]314, predict the reactants needed to synthesize it. The reactants are: BrCC1CC1.COc1ccc2c3c1O[C@H]1C(=O)CC[C@@]4(O)[C@@H](C2)NCC[C@]314. (5) Given the product C[Si](C)(C)OC(=O)/C=C/CBr, predict the reactants needed to synthesize it. The reactants are: C/C=C/C(=O)O[Si](C)(C)C.O=C1CCC(=O)N1Br.